Dataset: Catalyst prediction with 721,799 reactions and 888 catalyst types from USPTO. Task: Predict which catalyst facilitates the given reaction. (1) Reactant: [CH3:1][N:2]([S:22]([C:25]1[S:26][CH:27]=[CH:28][CH:29]=1)(=[O:24])=[O:23])[C:3]1[CH:4]=[CH:5][CH:6]=[C:7]2[C:11]=1[NH:10][C:9]([C:12]1[S:13][CH:14]=[C:15]([CH2:17][CH2:18][C:19]([OH:21])=O)[N:16]=1)=[CH:8]2.[N:30]1(O)C2C=CC=CC=2N=N1.Cl.CN(C)CCCN=C=NCC.N. Product: [CH3:1][N:2]([S:22]([C:25]1[S:26][CH:27]=[CH:28][CH:29]=1)(=[O:24])=[O:23])[C:3]1[CH:4]=[CH:5][CH:6]=[C:7]2[C:11]=1[NH:10][C:9]([C:12]1[S:13][CH:14]=[C:15]([CH2:17][CH2:18][C:19]([NH2:30])=[O:21])[N:16]=1)=[CH:8]2. The catalyst class is: 145. (2) Reactant: Cl.Cl.[NH:3]1[CH2:8][CH2:7][CH2:6][CH:5]([CH2:9][CH2:10][S:11]([N:14]2[CH2:19][CH2:18][CH:17]([CH2:20][CH2:21][N:22]3[CH2:26][CH2:25][CH2:24][CH2:23]3)[CH2:16][CH2:15]2)(=[O:13])=[O:12])[CH2:4]1.C(N(CC)CC)C.[CH3:34][O:35][C:36]1[CH:41]=[C:40]([CH3:42])[C:39]([S:43](Cl)(=[O:45])=[O:44])=[C:38]([CH3:47])[C:37]=1[CH3:48].C(=O)(O)[O-].[Na+].Cl.C[Si](C)(C)Cl. Product: [CH3:34][O:35][C:36]1[CH:41]=[C:40]([CH3:42])[C:39]([S:43]([N:3]2[CH2:8][CH2:7][CH2:6][CH:5]([CH2:9][CH2:10][S:11]([N:14]3[CH2:15][CH2:16][CH:17]([CH2:20][CH2:21][N:22]4[CH2:26][CH2:25][CH2:24][CH2:23]4)[CH2:18][CH2:19]3)(=[O:13])=[O:12])[CH2:4]2)(=[O:44])=[O:45])=[C:38]([CH3:47])[C:37]=1[CH3:48]. The catalyst class is: 214. (3) The catalyst class is: 1. Reactant: C[N:2](C(ON1N=NC2C=CC=NC1=2)=[N+](C)C)C.F[P-](F)(F)(F)(F)F.C(N(CC)CC)C.[C:32]([C:36]1[CH:37]=[C:38]2[C:43](=[CH:44][CH:45]=1)[C:42](=[O:46])[N:41]([C:47]1[C:48]([CH2:61][OH:62])=[C:49]([C:53]3[CH:54]=[C:55]([C:58]([OH:60])=O)[NH:56][CH:57]=3)[CH:50]=[CH:51][CH:52]=1)[N:40]=[CH:39]2)([CH3:35])([CH3:34])[CH3:33]. Product: [C:32]([C:36]1[CH:37]=[C:38]2[C:43](=[CH:44][CH:45]=1)[C:42](=[O:46])[N:41]([C:47]1[C:48]([CH2:61][OH:62])=[C:49]([C:53]3[CH:54]=[C:55]([C:58]([NH2:2])=[O:60])[NH:56][CH:57]=3)[CH:50]=[CH:51][CH:52]=1)[N:40]=[CH:39]2)([CH3:33])([CH3:35])[CH3:34]. (4) Reactant: Cl.[F:2][C:3]1[CH:8]=[CH:7][C:6]([NH:9][NH2:10])=[CH:5][CH:4]=1.C(N(CC)CC)C.FC(F)(F)C(O)=O.[F:25][C:26]([F:44])([F:43])[C:27](O)=[CH:28][C:29]([C:31]1[CH:41]=[CH:40][C:34]2[O:35][CH2:36][C:37](=[O:39])[NH:38][C:33]=2[CH:32]=1)=O. Product: [F:2][C:3]1[CH:8]=[CH:7][C:6]([N:9]2[C:29]([C:31]3[CH:41]=[CH:40][C:34]4[O:35][CH2:36][C:37](=[O:39])[NH:38][C:33]=4[CH:32]=3)=[CH:28][C:27]([C:26]([F:44])([F:43])[F:25])=[N:10]2)=[CH:5][CH:4]=1. The catalyst class is: 32. (5) Reactant: CO.[NH2:3][CH:4]1[CH2:9][CH2:8][N:7]([CH2:10][CH2:11][N:12]2[C:21]3[C:16](=[CH:17][CH:18]=[C:19]([O:22][CH3:23])[CH:20]=3)[C:15]([C:24]([NH:26][CH3:27])=[O:25])=[CH:14][C:13]2=[O:28])[CH2:6][CH2:5]1.[CH2:29]([C:31]1[CH:38]=[CH:37][C:34]([CH:35]=O)=[CH:33][CH:32]=1)[CH3:30].C([BH3-])#N.[Na+]. Product: [CH2:29]([C:31]1[CH:38]=[CH:37][C:34]([CH2:35][NH:3][CH:4]2[CH2:9][CH2:8][N:7]([CH2:10][CH2:11][N:12]3[C:21]4[C:16](=[CH:17][CH:18]=[C:19]([O:22][CH3:23])[CH:20]=4)[C:15]([C:24]([NH:26][CH3:27])=[O:25])=[CH:14][C:13]3=[O:28])[CH2:6][CH2:5]2)=[CH:33][CH:32]=1)[CH3:30]. The catalyst class is: 15. (6) Reactant: Br[CH2:2][C:3]([C:5]1[CH:10]=[CH:9][C:8]([O:11][C@H:12]2[CH2:17][CH2:16][C@H:15]([CH3:18])[CH2:14][CH2:13]2)=[CH:7][CH:6]=1)=O.[C:19]([O:23][C:24](=[O:36])[CH2:25][CH2:26][N:27]([CH:31]1[CH2:35][CH2:34][CH2:33][CH2:32]1)[C:28]([NH2:30])=[S:29])([CH3:22])([CH3:21])[CH3:20]. Product: [C:19]([O:23][C:24](=[O:36])[CH2:25][CH2:26][N:27]([CH:31]1[CH2:35][CH2:34][CH2:33][CH2:32]1)[C:28]1[S:29][CH:2]=[C:3]([C:5]2[CH:10]=[CH:9][C:8]([O:11][C@H:12]3[CH2:17][CH2:16][C@H:15]([CH3:18])[CH2:14][CH2:13]3)=[CH:7][CH:6]=2)[N:30]=1)([CH3:22])([CH3:20])[CH3:21]. The catalyst class is: 37. (7) Reactant: [CH2:1]([O:5][C:6]1[N:14]=[C:13]2[C:9]([NH:10][C:11](=[O:24])[N:12]2[CH2:15][C:16]2[CH:21]=[CH:20][C:19]([CH2:22]Cl)=[CH:18][CH:17]=2)=[C:8]([NH2:25])[N:7]=1)[CH2:2][CH2:3][CH3:4].CN([CH:29]=[O:30])C.[NH2:31][CH:32](O)[CH2:33]C. Product: [CH2:1]([O:5][C:6]1[N:14]=[C:13]2[C:9]([NH:10][C:11](=[O:24])[N:12]2[CH2:15][C:16]2[CH:21]=[CH:20][C:19]([CH2:22][NH:31][CH2:32][CH2:33][CH2:29][OH:30])=[CH:18][CH:17]=2)=[C:8]([NH2:25])[N:7]=1)[CH2:2][CH2:3][CH3:4]. The catalyst class is: 6.